Task: Predict the reaction yield, written as a fraction of the theoretical maximum amount of product (1.0 means a 100% yield; for example, 0.34 means a 34% yield).. Dataset: Reaction yield outcomes from USPTO patents with 853,638 reactions The reactants are [NH:1]1[C:9]2[C:4](=[CH:5][C:6]([N:10](CO)[C:11]3[C:12]4[CH2:30][N:29]([CH3:31])[CH2:28][C:13]=4[N:14]=[C:15]([N:17]4[CH2:25][C:24]5[C:19](=[CH:20][CH:21]=[C:22]([O:26][CH3:27])[CH:23]=5)[CH2:18]4)[N:16]=3)=[CH:7][CH:8]=2)[CH:3]=[N:2]1.Cl. The catalyst is CO. The product is [NH:1]1[C:9]2[C:4](=[CH:5][C:6]([NH:10][C:11]3[C:12]4[CH2:30][N:29]([CH3:31])[CH2:28][C:13]=4[N:14]=[C:15]([N:17]4[CH2:25][C:24]5[C:19](=[CH:20][CH:21]=[C:22]([O:26][CH3:27])[CH:23]=5)[CH2:18]4)[N:16]=3)=[CH:7][CH:8]=2)[CH:3]=[N:2]1. The yield is 0.0900.